The task is: Predict the product of the given reaction.. This data is from Forward reaction prediction with 1.9M reactions from USPTO patents (1976-2016). (1) The product is: [Br:22][C:5]1[CH:6]=[CH:7][CH:8]=[C:3]([O:2][CH3:1])[C:4]=1[N+:10]([O-:12])=[O:11]. Given the reactants [CH3:1][O:2][C:3]1[C:4]([N+:10]([O-:12])=[O:11])=[C:5](N)[CH:6]=[CH:7][CH:8]=1.N([O-])=O.[Na+].C([O-])(O)=O.[Na+].[BrH:22], predict the reaction product. (2) Given the reactants C(OC(N1[CH2:13][CH2:12][CH:11]([CH2:14][CH2:15][CH2:16][N:17]2[C:25]3[N:20]4[C:21](=[N:26][CH:27]=[C:19]4[C:18]2=[O:28])[CH:22]=[CH:23][CH:24]=3)CC1)=O)(C)(C)C.[ClH:29], predict the reaction product. The product is: [ClH:29].[ClH:29].[NH:17]1[CH2:18][CH2:13][CH:12]([CH2:11][CH2:14][CH2:15][CH2:16][N:17]2[C:25]3[N:20]4[C:21](=[N:26][CH:27]=[C:19]4[C:18]2=[O:28])[CH:22]=[CH:23][CH:24]=3)[CH2:15][CH2:16]1.